From a dataset of Reaction yield outcomes from USPTO patents with 853,638 reactions. Predict the reaction yield, written as a fraction of the theoretical maximum amount of product (1.0 means a 100% yield; for example, 0.34 means a 34% yield). (1) The yield is 0.380. The catalyst is CC(O)C. The reactants are [F:1][C:2]([F:12])([F:11])[C:3]1[CH:8]=[CH:7][CH:6]=[C:5]([NH2:9])[C:4]=1[NH2:10].[CH3:13][O:14][C:15]1[CH:16]=[C:17]([C:21](=O)[C:22](=O)[CH3:23])[CH:18]=[CH:19][CH:20]=1. The product is [CH3:13][O:14][C:15]1[CH:16]=[C:17]([C:21]2[C:22]([CH3:23])=[N:10][C:4]3[C:5](=[CH:6][CH:7]=[CH:8][C:3]=3[C:2]([F:11])([F:12])[F:1])[N:9]=2)[CH:18]=[CH:19][CH:20]=1. (2) The reactants are C([NH:4][C:5]1[CH:14]=[CH:13][C:8]2[C:9]([CH3:12])=[N:10][O:11][C:7]=2[CH:6]=1)(=O)C.Cl.[OH-].[Na+]. No catalyst specified. The product is [NH2:4][C:5]1[CH:14]=[CH:13][C:8]2[C:9]([CH3:12])=[N:10][O:11][C:7]=2[CH:6]=1. The yield is 0.600. (3) The reactants are S(=O)(=O)(O)O.[N+:6]([O-:9])([O-])=[O:7].[Na+].[Br:11][C:12]1[CH:17]=[CH:16][CH:15]=[CH:14][C:13]=1[OH:18]. The catalyst is O.C(OCC)(=O)C. The product is [Br:11][C:12]1[CH:17]=[CH:16][CH:15]=[C:14]([N+:6]([O-:9])=[O:7])[C:13]=1[OH:18]. The yield is 0.428. (4) The reactants are CO[C:3]([CH3:6])([CH3:5])[CH3:4].[F:7][C:8]1[CH:9]=[C:10]([OH:15])[CH:11]=[C:12]([F:14])[CH:13]=1. The catalyst is C(Cl)Cl.[Cl-].[Cl-].[Cl-].[Cl-].[Zr+4]. The product is [C:3]([C:13]1[C:8]([F:7])=[CH:9][C:10]([OH:15])=[CH:11][C:12]=1[F:14])([CH3:6])([CH3:5])[CH3:4]. The yield is 0.310.